Dataset: Forward reaction prediction with 1.9M reactions from USPTO patents (1976-2016). Task: Predict the product of the given reaction. (1) Given the reactants C([O:5][C:6](=[O:22])[CH2:7][N:8]1[C:16]2[C:11](=[CH:12][CH:13]=[C:14]([O:17][CH3:18])[CH:15]=2)[C:10]([C:19](=[O:21])[NH2:20])=[CH:9]1)(C)(C)C.C(O)(C(F)(F)F)=O.CO, predict the reaction product. The product is: [C:19]([C:10]1[C:11]2[C:16](=[CH:15][C:14]([O:17][CH3:18])=[CH:13][CH:12]=2)[N:8]([CH2:7][C:6]([OH:22])=[O:5])[CH:9]=1)(=[O:21])[NH2:20]. (2) Given the reactants Cl[C:2]1[N:7]=[C:6]([NH:8][C@@H:9]([C:22]([CH3:25])([CH3:24])[CH3:23])/[CH:10]=[CH:11]/[P:12](=[O:21])([O:17][CH:18]([CH3:20])[CH3:19])[O:13][CH:14]([CH3:16])[CH3:15])[C:5]([F:26])=[CH:4][N:3]=1.[F:27][C:28]1[CH:29]=[C:30]2[C:36](B3OC(C)(C)C(C)(C)O3)=[CH:35][N:34]([S:46]([C:49]3[CH:54]=[CH:53][C:52]([CH3:55])=[CH:51][CH:50]=3)(=[O:48])=[O:47])[C:31]2=[N:32][CH:33]=1.[O-]P([O-])([O-])=O.[K+].[K+].[K+].CC(C1C=C(C(C)C)C(C2C=CC=CC=2P(C2CCCCC2)C2CCCCC2)=C(C(C)C)C=1)C, predict the reaction product. The product is: [F:26][C:5]1[C:6]([NH:8][C@@H:9]([C:22]([CH3:25])([CH3:24])[CH3:23])/[CH:10]=[CH:11]/[P:12](=[O:21])([O:17][CH:18]([CH3:20])[CH3:19])[O:13][CH:14]([CH3:16])[CH3:15])=[N:7][C:2]([C:36]2[C:30]3[C:31](=[N:32][CH:33]=[C:28]([F:27])[CH:29]=3)[N:34]([S:46]([C:49]3[CH:54]=[CH:53][C:52]([CH3:55])=[CH:51][CH:50]=3)(=[O:47])=[O:48])[CH:35]=2)=[N:3][CH:4]=1. (3) The product is: [OH:11][C:8]1[CH:7]=[C:6]([OH:12])[C:5]([CH:2]([CH3:4])[CH3:3])=[CH:10][C:9]=1[C:14](=[O:16])[CH3:13]. Given the reactants Cl.[CH:2]([C:5]1[CH:10]=[CH:9][C:8]([OH:11])=[CH:7][C:6]=1[OH:12])([CH3:4])[CH3:3].[CH3:13][C:14]#N.[OH2:16], predict the reaction product.